Dataset: Full USPTO retrosynthesis dataset with 1.9M reactions from patents (1976-2016). Task: Predict the reactants needed to synthesize the given product. (1) Given the product [Cl:1][C:2]1[CH:3]=[C:4]2[C:8](=[CH:9][CH:10]=1)[N:7]([C@@H:25]([C:19]1[CH:24]=[CH:23][CH:22]=[CH:21][CH:20]=1)[C@H:26]([OH:27])[CH2:28][OH:29])[C:6](=[O:11])[C:5]12[CH2:16][CH2:15][CH2:14][CH2:13][CH2:12]1, predict the reactants needed to synthesize it. The reactants are: [Cl:1][C:2]1[CH:3]=[C:4]2[C:8](=[CH:9][CH:10]=1)[NH:7][C:6](=[O:11])[C:5]12[CH2:16][CH2:15][CH2:14][CH2:13][CH2:12]1.[H-].[Na+].[C:19]1([C@H:25]2[O:27][C@@H:26]2[CH2:28][OH:29])[CH:24]=[CH:23][CH:22]=[CH:21][CH:20]=1.[Na].N1C2C(=CC=CC=2)CC1=O. (2) Given the product [NH:1]1[C:10](=[O:9])[CH:11]=[CH:12][N:3]2[CH:4]=[CH:5][CH:6]=[C:2]12, predict the reactants needed to synthesize it. The reactants are: [NH2:1][C:2]1[NH:3][CH:4]=[CH:5][CH:6]=1.C([O:9][CH:10]=[C:11](C(OCC)=O)[C:12](OCC)=O)C.C(O)C.C1(OC2C=CC=CC=2)C=CC=CC=1. (3) Given the product [F:1][C:2]1[CH:7]=[C:6]([F:8])[CH:5]=[CH:4][C:3]=1[N:9]1[C:10]2[CH:11]3[CH2:23][CH:14]([CH2:13][CH2:12]3)[C:15]=2[C:16]([CH2:18][OH:19])=[N:17]1, predict the reactants needed to synthesize it. The reactants are: [F:1][C:2]1[CH:7]=[C:6]([F:8])[CH:5]=[CH:4][C:3]=1[N:9]1[N:17]=[C:16]([C:18](OCC)=[O:19])[C:15]2[CH:14]3[CH2:23][CH:11]([CH2:12][CH2:13]3)[C:10]1=2.[Li+].[BH4-].Cl. (4) Given the product [NH2:1][C:2]1[N:7]=[C:6]([CH3:8])[C:5]([CH2:9][CH2:10][CH2:11][NH:12][C:13](=[O:19])[O:14][C:15]([CH3:16])([CH3:17])[CH3:18])=[C:4]([NH:20][CH2:21][CH2:22][CH2:23][CH2:24][CH3:25])[N:3]=1, predict the reactants needed to synthesize it. The reactants are: [NH2:1][C:2]1[N:7]=[C:6]([CH3:8])[C:5]([C:9]#[C:10][CH2:11][NH:12][C:13](=[O:19])[O:14][C:15]([CH3:18])([CH3:17])[CH3:16])=[C:4]([NH:20][CH2:21][CH2:22][CH2:23][CH2:24][CH3:25])[N:3]=1. (5) Given the product [NH2:5][CH:6]([C:11]1[CH:16]=[CH:15][CH:14]=[CH:13][CH:12]=1)[CH2:7][C:8]([O:10][CH2:1][CH2:2][CH3:3])=[O:9], predict the reactants needed to synthesize it. The reactants are: [CH2:1](O)[CH2:2][CH3:3].[NH2:5][CH:6]([C:11]1[CH:16]=[CH:15][CH:14]=[CH:13][CH:12]=1)[CH2:7][C:8]([OH:10])=[O:9].S(=O)(=O)(O)O.